From a dataset of Full USPTO retrosynthesis dataset with 1.9M reactions from patents (1976-2016). Predict the reactants needed to synthesize the given product. (1) Given the product [C:1]([O:5][C:6](=[O:7])[NH:8][C@@H:9]1[CH2:13][CH2:12][C@@:11]([C:14]([N:32]2[CH2:33][CH2:34][C:29]([OH:35])([C:24]3[CH:25]=[CH:26][CH:27]=[CH:28][C:23]=3[C:22]([F:36])([F:37])[F:21])[CH2:30][CH2:31]2)=[O:16])([CH:17]([CH3:19])[CH3:18])[CH2:10]1)([CH3:2])([CH3:3])[CH3:4], predict the reactants needed to synthesize it. The reactants are: [C:1]([O:5][C:6]([NH:8][C@@H:9]1[CH2:13][CH2:12][C@:11]([CH:17]([CH3:19])[CH3:18])([C:14]([OH:16])=O)[CH2:10]1)=[O:7])([CH3:4])([CH3:3])[CH3:2].Cl.[F:21][C:22]([F:37])([F:36])[C:23]1[CH:28]=[CH:27][CH:26]=[CH:25][C:24]=1[C:29]1([OH:35])[CH2:34][CH2:33][NH:32][CH2:31][CH2:30]1.C(N(CC)CC)C.F[P-](F)(F)(F)(F)F.N1(O[P+](N2CCCC2)(N2CCCC2)N2CCCC2)C2C=CC=CC=2N=N1. (2) Given the product [Cl:1][C:2]1[CH:3]=[C:4]([C:8]2[C:13]3[N:14]([CH2:22][C@H:23]4[CH2:28][CH2:27][C@H:26]([CH3:29])[CH2:25][CH2:24]4)[C:15]([CH:17]([CH2:18][S:37]([CH3:36])(=[O:39])=[O:38])[CH:19]([CH3:20])[CH3:21])=[N:16][C:12]=3[CH:11]=[C:10]([C:30]3[NH:34][C:33](=[O:35])[O:32][N:31]=3)[N:9]=2)[CH:5]=[N:6][CH:7]=1, predict the reactants needed to synthesize it. The reactants are: [Cl:1][C:2]1[CH:3]=[C:4]([C:8]2[C:13]3[N:14]([CH2:22][C@H:23]4[CH2:28][CH2:27][C@H:26]([CH3:29])[CH2:25][CH2:24]4)[C:15]([C:17]([CH:19]([CH3:21])[CH3:20])=[CH2:18])=[N:16][C:12]=3[CH:11]=[C:10]([C:30]3[NH:34][C:33](=[O:35])[O:32][N:31]=3)[N:9]=2)[CH:5]=[N:6][CH:7]=1.[CH3:36][S:37]([O-:39])=[O:38].[Na+].C(O)(=O)C.